Dataset: Reaction yield outcomes from USPTO patents with 853,638 reactions. Task: Predict the reaction yield, written as a fraction of the theoretical maximum amount of product (1.0 means a 100% yield; for example, 0.34 means a 34% yield). (1) The reactants are [C:1](Cl)(=[O:4])[CH:2]=[CH2:3].[CH:6]1([C@@H:12]([NH:14][C:15]([C:17]2[C:26]3[C:21](=[CH:22][CH:23]=[CH:24][CH:25]=3)[N:20]=[C:19]([C:27]3[CH:32]=[CH:31][CH:30]=[CH:29][CH:28]=3)[C:18]=2[CH2:33][N:34]2[CH2:39][CH2:38][NH:37][CH2:36][CH2:35]2)=[O:16])[CH3:13])[CH2:11][CH2:10][CH2:9][CH2:8][CH2:7]1.C(OC(C)C)(C)C. The catalyst is C1COCC1. The product is [CH:6]1([C@@H:12]([NH:14][C:15]([C:17]2[C:26]3[C:21](=[CH:22][CH:23]=[CH:24][CH:25]=3)[N:20]=[C:19]([C:27]3[CH:28]=[CH:29][CH:30]=[CH:31][CH:32]=3)[C:18]=2[CH2:33][N:34]2[CH2:39][CH2:38][N:37]([C:1](=[O:4])[CH:2]=[CH2:3])[CH2:36][CH2:35]2)=[O:16])[CH3:13])[CH2:11][CH2:10][CH2:9][CH2:8][CH2:7]1. The yield is 0.890. (2) The reactants are [N:1]1([C:7]2[CH:12]=[CH:11][N:10]=[C:9]3[NH:13][CH:14]=[C:15]([NH:16][C:17](=[O:24])[C:18]4[CH:23]=[CH:22][CH:21]=[N:20][CH:19]=4)[C:8]=23)[CH2:6][CH2:5][NH:4][CH2:3][CH2:2]1.[C:25]([O:29][C:30]([NH:32][CH2:33][CH2:34][C:35](O)=[O:36])=[O:31])([CH3:28])([CH3:27])[CH3:26].C1C=CC2N(O)N=NC=2C=1.O.CCN=C=NCCCN(C)C.CCN(C(C)C)C(C)C. The catalyst is C(Cl)Cl. The product is [C:17]([NH:16][C:15]1[C:8]2[C:9](=[N:10][CH:11]=[CH:12][C:7]=2[N:1]2[CH2:2][CH2:3][N:4]([C:35](=[O:36])[CH2:34][CH2:33][NH:32][C:30](=[O:31])[O:29][C:25]([CH3:26])([CH3:27])[CH3:28])[CH2:5][CH2:6]2)[NH:13][CH:14]=1)(=[O:24])[C:18]1[CH:23]=[CH:22][CH:21]=[N:20][CH:19]=1. The yield is 0.489. (3) The reactants are [CH3:1][O:2][C:3]1[CH:4]=[CH:5][C:6]2[C:15]3[NH:14][CH2:13][CH2:12][CH2:11][C:10]=3[C:9](=[O:16])[NH:8][C:7]=2[CH:17]=1.O1CCOCC1.[ClH:24]. The catalyst is O1CCOCC1. The product is [ClH:24].[CH3:1][O:2][C:3]1[CH:4]=[CH:5][C:6]2[C:15]3[NH:14][CH2:13][CH2:12][CH2:11][C:10]=3[C:9](=[O:16])[NH:8][C:7]=2[CH:17]=1. The yield is 0.569. (4) The reactants are [Br:1][CH:2]1[CH:6]([OH:7])[CH2:5][CH:4]([C:8]([O:10][CH3:11])=[O:9])[CH2:3]1.CC(OI1(OC(C)=O)(OC(C)=O)OC(=O)C2C1=CC=CC=2)=O.S([O-])([O-])(=O)=S.[Na+].[Na+].O. The catalyst is ClCCl. The product is [Br:1][CH:2]1[C:6](=[O:7])[CH2:5][CH:4]([C:8]([O:10][CH3:11])=[O:9])[CH2:3]1. The yield is 0.830. (5) The reactants are Cl[C:2]1[N:11]=[CH:10][C:9]2[C:4](=[CH:5][C:6]([Cl:13])=[C:7]([F:12])[CH:8]=2)[N:3]=1.FC(F)(F)C(O)=O.FC(F)(F)C(O)=O.FC(F)(F)C(O)=O.[NH:35]1[CH2:38][CH:37]([C:39]2[C:40]([C:45]3[CH:54]=[CH:53][C:48]([C:49]([NH:51][CH3:52])=[O:50])=[C:47]([F:55])[CH:46]=3)=[N:41][CH:42]=[CH:43][N:44]=2)[CH2:36]1.C(=O)([O-])[O-].[K+].[K+].O. The catalyst is CS(C)=O. The product is [Cl:13][C:6]1[CH:5]=[C:4]2[C:9]([CH:10]=[N:11][C:2]([N:35]3[CH2:36][CH:37]([C:39]4[C:40]([C:45]5[CH:54]=[CH:53][C:48]([C:49]([NH:51][CH3:52])=[O:50])=[C:47]([F:55])[CH:46]=5)=[N:41][CH:42]=[CH:43][N:44]=4)[CH2:38]3)=[N:3]2)=[CH:8][C:7]=1[F:12]. The yield is 0.700. (6) The reactants are [Cl:1][C:2]1[CH:7]=[CH:6][CH:5]=[CH:4][C:3]=1[N:8]1[C:12]([S:13]([C:16]2[CH:21]=[CH:20][CH:19]=[C:18]([CH3:22])[N:17]=2)(=[O:15])=[O:14])=[CH:11][C:10]([CH2:23][N:24](C)[C:25](=O)OC(C)(C)C)=[N:9]1.C(OCC)(=O)C.Cl. The catalyst is C(O)C. The product is [ClH:1].[Cl:1][C:2]1[CH:7]=[CH:6][CH:5]=[CH:4][C:3]=1[N:8]1[C:12]([S:13]([C:16]2[CH:21]=[CH:20][CH:19]=[C:18]([CH3:22])[N:17]=2)(=[O:14])=[O:15])=[CH:11][C:10]([CH2:23][NH:24][CH3:25])=[N:9]1. The yield is 0.560. (7) The reactants are [CH3:1][C@@H:2]1[NH:7][CH2:6][C@H:5]([C:8]([O:10][CH3:11])=[O:9])[CH2:4][CH2:3]1.[Cl:12][C:13]1[CH:18]=[CH:17][C:16]([C:19]2([C:23](O)=[O:24])[CH2:22][CH2:21][CH2:20]2)=[CH:15][CH:14]=1.F[P-](F)(F)(F)(F)F.Br[P+](N1CCCC1)(N1CCCC1)N1CCCC1. The catalyst is C(Cl)Cl. The product is [Cl:12][C:13]1[CH:14]=[CH:15][C:16]([C:19]2([C:23]([N:7]3[C@@H:2]([CH3:1])[CH2:3][CH2:4][C@@H:5]([C:8]([O:10][CH3:11])=[O:9])[CH2:6]3)=[O:24])[CH2:22][CH2:21][CH2:20]2)=[CH:17][CH:18]=1. The yield is 0.180. (8) The reactants are [C:1]([CH2:3][CH2:4][N:5]1[C:13]2[C:8](=[CH:9][CH:10]=[C:11]([C:14]([O:16][CH2:17][CH3:18])=[O:15])[CH:12]=2)[CH:7]=[C:6]1[C:19]([O:21]CC)=O)#[N:2].[BH4-].[Na+]. The catalyst is C1COCC1.CO.CCOC(C)=O. The product is [O:21]=[C:19]1[C:6]2=[CH:7][C:8]3[CH:9]=[CH:10][C:11]([C:14]([O:16][CH2:17][CH3:18])=[O:15])=[CH:12][C:13]=3[N:5]2[CH2:4][CH2:3][CH2:1][NH:2]1. The yield is 0.850. (9) The reactants are Cl[C:2](Cl)(Cl)[CH:3]([OH:5])O.[OH2:8].O.O.O.O.O.O.O.O.O.S([O-])([O-])(=O)=O.[Na+].[Na+].Cl.[NH2:26]O.[O:28]([C:35]1[CH:36]=[C:37]([CH:39]=[CH:40][CH:41]=1)[NH2:38])[C:29]1[CH:34]=[CH:33][CH:32]=[CH:31][CH:30]=1. The catalyst is O.Cl.CCO. The product is [OH:8][N:26]=[CH:2][C:3]([NH:38][C:37]1[CH:39]=[CH:40][CH:41]=[C:35]([O:28][C:29]2[CH:30]=[CH:31][CH:32]=[CH:33][CH:34]=2)[CH:36]=1)=[O:5]. The yield is 0.670. (10) The reactants are [CH:1]1([C:4]([NH:6][C:7]2[N:8]=[CH:9][C:10]3[C:15]([CH:16]=2)=[CH:14][CH:13]=[C:12]([O:17][C:18]([CH3:25])([CH3:24])[C:19](OCC)=[O:20])[CH:11]=3)=[O:5])[CH2:3][CH2:2]1.[AlH4-].[Li+]. The catalyst is O1CCCC1. The product is [OH:20][CH2:19][C:18]([CH3:25])([O:17][C:12]1[CH:11]=[C:10]2[C:15]([CH:16]=[C:7]([NH:6][C:4]([CH:1]3[CH2:3][CH2:2]3)=[O:5])[N:8]=[CH:9]2)=[CH:14][CH:13]=1)[CH3:24]. The yield is 0.0900.